Dataset: Reaction yield outcomes from USPTO patents with 853,638 reactions. Task: Predict the reaction yield, written as a fraction of the theoretical maximum amount of product (1.0 means a 100% yield; for example, 0.34 means a 34% yield). The reactants are [F:1][C:2]1[C:3]([CH3:12])=[CH:4][C:5]([NH:8]C(=O)C)=[N:6][CH:7]=1.Cl. The catalyst is C(O)C. The product is [F:1][C:2]1[C:3]([CH3:12])=[CH:4][C:5]([NH2:8])=[N:6][CH:7]=1. The yield is 0.880.